Dataset: Full USPTO retrosynthesis dataset with 1.9M reactions from patents (1976-2016). Task: Predict the reactants needed to synthesize the given product. (1) Given the product [CH2:1]([O:9][C:10]1[CH:11]=[C:12]([CH:16]=[CH:17][C:18]=1[Cl:19])[C:13]([OH:15])=[O:14])[C:2]1[CH:7]=[CH:6][CH:5]=[CH:4][CH:3]=1, predict the reactants needed to synthesize it. The reactants are: [CH2:1](Br)[C:2]1[CH:7]=[CH:6][CH:5]=[CH:4][CH:3]=1.[OH:9][C:10]1[CH:11]=[C:12]([CH:16]=[CH:17][C:18]=1[Cl:19])[C:13]([OH:15])=[O:14].C(=O)([O-])[O-].[K+].[K+].O. (2) Given the product [C:8]([O:12][C:13]([N:15]1[C@@H:20]([C@@H:21]([OH:33])[C@@H:22]([NH:32][C:1](=[O:3])[CH3:2])[CH2:23][C:24]2[CH:29]=[C:28]([F:30])[CH:27]=[C:26]([F:31])[CH:25]=2)[CH2:19][O:18][C@@H:17]([O:34][CH2:35][C:36]([F:39])([CH3:38])[CH3:37])[CH2:16]1)=[O:14])([CH3:9])([CH3:11])[CH3:10], predict the reactants needed to synthesize it. The reactants are: [C:1](OC(=O)C)(=[O:3])[CH3:2].[C:8]([O:12][C:13]([N:15]1[C@@H:20]([C@@H:21]([OH:33])[C@@H:22]([NH2:32])[CH2:23][C:24]2[CH:29]=[C:28]([F:30])[CH:27]=[C:26]([F:31])[CH:25]=2)[CH2:19][O:18][C@@H:17]([O:34][CH2:35][C:36]([F:39])([CH3:38])[CH3:37])[CH2:16]1)=[O:14])([CH3:11])([CH3:10])[CH3:9].C(N(CC)CC)C. (3) The reactants are: [F:1][CH2:2][CH2:3][N:4]1[CH2:9][CH2:8][N:7]([CH:10]2[CH2:15][CH2:14][N:13](C(OC(C)(C)C)=O)[CH2:12][CH2:11]2)[CH2:6][CH2:5]1.[ClH:23]. Given the product [ClH:23].[ClH:23].[ClH:23].[F:1][CH2:2][CH2:3][N:4]1[CH2:9][CH2:8][N:7]([CH:10]2[CH2:15][CH2:14][NH:13][CH2:12][CH2:11]2)[CH2:6][CH2:5]1, predict the reactants needed to synthesize it. (4) Given the product [OH:16][C:2]1[CH:3]=[CH:4][C:5]2[O:9][CH:8]=[CH:7][C:6]=2[CH:10]=1, predict the reactants needed to synthesize it. The reactants are: C[C:2]1[CH:3]=[CH:4][C:5]2[O:9][CH:8]=[CH:7][C:6]=2[CH:10]=1.B(Br)(Br)Br.C([O-])([O-])=[O:16].[Na+].[Na+]. (5) Given the product [ClH:25].[NH:27]1[CH2:28][CH2:29][NH:30][C:26]1=[N:1][C:2]1[CH:3]=[CH:4][C:5]([CH2:8][C:9]([NH:11][C:12]2[CH:13]=[CH:14][C:15]([O:18][CH3:19])=[CH:16][CH:17]=2)=[O:10])=[CH:6][CH:7]=1, predict the reactants needed to synthesize it. The reactants are: [NH2:1][C:2]1[CH:7]=[CH:6][C:5]([CH2:8][C:9]([NH:11][C:12]2[CH:17]=[CH:16][C:15]([O:18][CH3:19])=[CH:14][CH:13]=2)=[O:10])=[CH:4][CH:3]=1.S(O)(O)(=O)=O.[Cl:25][C:26]1[NH:27][CH2:28][CH2:29][N:30]=1. (6) Given the product [C:35]([C:2]1[C:7]([C:8]2[C:13]([F:14])=[CH:12][C:11]([C:15]#[N:16])=[CH:10][C:9]=2[F:17])=[C:6]([N:18]2[CH2:23][CH2:22][CH:21]([CH3:24])[CH2:20][CH2:19]2)[N:5]2[N:25]=[CH:26][N:27]=[C:4]2[N:3]=1)#[N:36], predict the reactants needed to synthesize it. The reactants are: Cl[C:2]1[C:7]([C:8]2[C:13]([F:14])=[CH:12][C:11]([C:15]#[N:16])=[CH:10][C:9]=2[F:17])=[C:6]([N:18]2[CH2:23][CH2:22][CH:21]([CH3:24])[CH2:20][CH2:19]2)[N:5]2[N:25]=[CH:26][N:27]=[C:4]2[N:3]=1.O.C(OC)(C)(C)C.[CH3:35][N:36](C)C=O. (7) Given the product [CH2:2]([O:4][CH:5]([C:13]1[CH:22]=[CH:21][C:16]2[C:17](=[O:20])[O:18][CH2:19][C:15]=2[C:14]=1[CH3:23])[CH2:6][N:7]1[CH2:12][CH2:11][N:10]([CH2:35][CH2:34][C:32]2[CH:31]=[CH:30][C:27]([C:28]#[N:29])=[C:26]([O:25][CH3:24])[CH:33]=2)[CH2:9][CH2:8]1)[CH3:3], predict the reactants needed to synthesize it. The reactants are: Cl.[CH2:2]([O:4][CH:5]([C:13]1[CH:22]=[CH:21][C:16]2[C:17](=[O:20])[O:18][CH2:19][C:15]=2[C:14]=1[CH3:23])[CH2:6][N:7]1[CH2:12][CH2:11][NH:10][CH2:9][CH2:8]1)[CH3:3].[CH3:24][O:25][C:26]1[CH:33]=[C:32]([CH2:34][CH:35]=O)[CH:31]=[CH:30][C:27]=1[C:28]#[N:29].C([BH3-])#N.[Na+].CC(O)=O. (8) Given the product [N:37]1[CH:42]=[CH:41][CH:40]=[C:39]([C:2]2[CH:3]=[C:4]3[C:10]([C:11]4[CH:12]=[C:13]([N:17]5[CH2:22][CH2:21][CH:20]([NH:23][C:24](=[O:30])[O:25][C:26]([CH3:27])([CH3:28])[CH3:29])[CH2:19][CH2:18]5)[CH:14]=[N:15][CH:16]=4)=[N:9][N:8]([CH:31]4[CH2:36][CH2:35][CH2:34][CH2:33][O:32]4)[C:5]3=[CH:6][N:7]=2)[CH:38]=1, predict the reactants needed to synthesize it. The reactants are: Br[C:2]1[CH:3]=[C:4]2[C:10]([C:11]3[CH:12]=[C:13]([N:17]4[CH2:22][CH2:21][CH:20]([NH:23][C:24](=[O:30])[O:25][C:26]([CH3:29])([CH3:28])[CH3:27])[CH2:19][CH2:18]4)[CH:14]=[N:15][CH:16]=3)=[N:9][N:8]([CH:31]3[CH2:36][CH2:35][CH2:34][CH2:33][O:32]3)[C:5]2=[CH:6][N:7]=1.[N:37]1[CH:42]=[CH:41][CH:40]=[C:39](B(O)O)[CH:38]=1.C(#N)C.C([O-])(=O)C.[K+]. (9) Given the product [NH2:1][C:4]1[CH:5]=[CH:6][C:7]([NH:10][C:11](=[O:14])[CH:12]=[CH2:13])=[CH:8][CH:9]=1, predict the reactants needed to synthesize it. The reactants are: [N+:1]([C:4]1[CH:9]=[CH:8][C:7]([NH:10][C:11](=[O:14])[CH:12]=[CH2:13])=[CH:6][CH:5]=1)([O-])=O.[OH-].[Na+].